From a dataset of Catalyst prediction with 721,799 reactions and 888 catalyst types from USPTO. Predict which catalyst facilitates the given reaction. (1) Product: [N:23]([C@H:26]1[CH2:27][O:28][C@H:29]([CH2:33][O:34][Si:35]([C:38]([CH3:39])([CH3:40])[CH3:41])([CH3:37])[CH3:36])[C:30](=[O:32])[CH2:31]1)=[N+:24]=[N-:25]. The catalyst class is: 4. Reactant: CC(OI1(OC(C)=O)(OC(C)=O)OC(=O)C2C=CC=CC1=2)=O.[N:23]([C@@H:26]1[CH2:31][C@H:30]([OH:32])[C@@H:29]([CH2:33][O:34][Si:35]([C:38]([CH3:41])([CH3:40])[CH3:39])([CH3:37])[CH3:36])[O:28][CH2:27]1)=[N+:24]=[N-:25].S([O-])([O-])(=O)=S.[Na+].[Na+]. (2) Reactant: [CH2:1]([N:8]1[CH2:12][CH2:11][CH:10]([OH:13])[CH2:9]1)[C:2]1[CH:7]=[CH:6][CH:5]=[CH:4][CH:3]=1.[Br:14][C:15]1[CH:20]=[CH:19][C:18]([F:21])=[CH:17][C:16]=1O.C1(P(C2C=CC=CC=2)C2C=CC=CC=2)C=CC=CC=1.N(C(OC(C)C)=O)=NC(OC(C)C)=O. Product: [CH2:1]([N:8]1[CH2:12][CH2:11][CH:10]([O:13][C:20]2[CH:19]=[C:18]([F:21])[CH:17]=[CH:16][C:15]=2[Br:14])[CH2:9]1)[C:2]1[CH:3]=[CH:4][CH:5]=[CH:6][CH:7]=1. The catalyst class is: 1. (3) Reactant: C([N:8]1[CH2:19][CH2:18][C:11]2([NH:16][C:15](=[O:17])[CH2:14][O:13][CH2:12]2)[CH2:10][CH2:9]1)C1C=CC=CC=1.Cl.O1CCOCC1.C([O-])=O.[NH4+]. Product: [NH:16]1[C:11]2([CH2:10][CH2:9][NH:8][CH2:19][CH2:18]2)[CH2:12][O:13][CH2:14][C:15]1=[O:17]. The catalyst class is: 19. (4) Reactant: CO[CH:3]([O:7]C)[N:4]([CH3:6])C.[Cl:9][C:10]1[CH:30]=[CH:29][C:13]([O:14][CH2:15][C:16]2[CH:21]=[CH:20][CH:19]=[CH:18][C:17]=2[C:22](=[N:26][O:27][CH3:28])C(N)=O)=[CH:12][CH:11]=1.[NH2:31][OH:32].C(O)(=O)C. Product: [Cl:9][C:10]1[CH:30]=[CH:29][C:13]([O:14][CH2:15][C:16]2[CH:21]=[CH:20][CH:19]=[CH:18][C:17]=2[C:22](=[N:26][O:27][CH3:28])[C:3]([N:4]=[CH:6][NH:31][OH:32])=[O:7])=[CH:12][CH:11]=1. The catalyst class is: 13. (5) Reactant: C(N(CC)CC)C.[F:8][C:9]1[CH:10]=[CH:11][C:12]([O:27][CH3:28])=[C:13]([C:15]([CH3:26])([CH3:25])[CH2:16][C@@:17]([C:21]([F:24])([F:23])[F:22])([OH:20])[CH2:18]O)[CH:14]=1.CS(Cl)(=O)=O. Product: [F:8][C:9]1[CH:10]=[CH:11][C:12]([O:27][CH3:28])=[C:13]([C:15]([CH3:26])([CH3:25])[CH2:16][C@:17]2([C:21]([F:24])([F:23])[F:22])[CH2:18][O:20]2)[CH:14]=1. The catalyst class is: 2.